This data is from Reaction yield outcomes from USPTO patents with 853,638 reactions. The task is: Predict the reaction yield, written as a fraction of the theoretical maximum amount of product (1.0 means a 100% yield; for example, 0.34 means a 34% yield). (1) The reactants are [Br:1][C:2]1[CH:3]=[C:4]([NH2:9])[C:5]([NH2:8])=[CH:6][CH:7]=1.[C:10]([O:14][C:15]([N:17]1[CH2:21][CH2:20][CH2:19][CH:18]1[CH:22]=O)=[O:16])([CH3:13])([CH3:12])[CH3:11]. The catalyst is C(O)C. The product is [C:10]([O:14][C:15]([N:17]1[CH2:21][CH2:20][CH2:19][CH:18]1[C:22]1[NH:9][C:4]2[CH:3]=[C:2]([Br:1])[CH:7]=[CH:6][C:5]=2[N:8]=1)=[O:16])([CH3:13])([CH3:11])[CH3:12]. The yield is 0.550. (2) The reactants are [Cl:1][C:2]1[CH:7]=[C:6]([C:8]#[N:9])[CH:5]=[CH:4][C:3]=1[CH2:10][C:11]([O:13][C:14]([CH3:17])(C)C)=[O:12].Cl.O1CCOCC1.ClC1C=C(C#N)C=CC=1CC(OCC)=O.C(O[CH:43](OCC)[N:44]([CH3:46])[CH3:45])C. The catalyst is C(O)C.CN(C=O)C. The product is [Cl:1][C:2]1[CH:7]=[C:6]([C:8]#[N:9])[CH:5]=[CH:4][C:3]=1[C:10](=[CH:43][N:44]([CH3:46])[CH3:45])[C:11]([O:13][CH2:14][CH3:17])=[O:12]. The yield is 0.540. (3) The product is [Br:1][C:2]1[CH:7]=[C:6]([C:8]2[CH:9]=[CH:10][N:11]=[CH:12][CH:13]=2)[CH:5]=[CH:4][C:3]=1[NH2:14]. The yield is 0.520. The reactants are [Br:1][C:2]1[CH:7]=[C:6]([C:8]2[CH:13]=[CH:12][N:11]=[CH:10][CH:9]=2)[CH:5]=[CH:4][C:3]=1[NH:14]C(=O)C.[OH-].[K+]. The catalyst is C(O)C.O. (4) The product is [C:10]([NH:14][C:15]1[S:16][C:3]2[N:4]=[CH:5][N:6]=[C:7]([Cl:8])[C:2]=2[N:1]=1)([CH3:13])([CH3:12])[CH3:11]. The reactants are [NH2:1][C:2]1[C:3](Cl)=[N:4][CH:5]=[N:6][C:7]=1[Cl:8].[C:10]([N:14]=[C:15]=[S:16])([CH3:13])([CH3:12])[CH3:11].C(=O)([O-])[O-].[Cs+].[Cs+].C(#N)C. The yield is 0.480. The catalyst is CCOC(C)=O.O. (5) The reactants are [CH2:1]([O:8][C:9]1[C:18]2[C:17](=O)[O:16]C(C)(C)[O:14][C:13]=2[CH:12]=[C:11]([O:22][CH3:23])[CH:10]=1)[C:2]1[CH:7]=[CH:6][CH:5]=[CH:4][CH:3]=1.[H-].C([Al+]CC(C)C)C(C)C. The catalyst is ClCCl.C1(C)C=CC=CC=1. The product is [CH2:1]([O:8][C:9]1[CH:10]=[C:11]([O:22][CH3:23])[CH:12]=[C:13]([OH:14])[C:18]=1[CH:17]=[O:16])[C:2]1[CH:7]=[CH:6][CH:5]=[CH:4][CH:3]=1. The yield is 0.730. (6) The reactants are [N:1]1([C:6]2[C:11]([F:12])=[CH:10][C:9]([N:13]3[CH2:17][C@H:16]([C:18]([O:20]C)=O)[O:15][C:14]3=[O:22])=[CH:8][C:7]=2[F:23])[CH2:5][CH:4]=[CH:3][CH2:2]1.[NH3:24]. The catalyst is CO. The product is [N:1]1([C:6]2[C:11]([F:12])=[CH:10][C:9]([N:13]3[CH2:17][C@H:16]([C:18]([NH2:24])=[O:20])[O:15][C:14]3=[O:22])=[CH:8][C:7]=2[F:23])[CH2:5][CH:4]=[CH:3][CH2:2]1. The yield is 0.580. (7) The reactants are C(O[C:6]([C@@H:8]1[CH2:12][C@H:11]([O:13][C:14]2[C:23]3[C:18](=[CH:19][C:20]([O:24][CH3:25])=[CH:21][CH:22]=3)[N:17]=[C:16]([C:26]3[CH:31]=C[CH:29]=[CH:28][CH:27]=3)[CH:15]=2)[CH2:10][C@H:9]1[C:32](=[O:44])[NH:33][C@:34]1([C:39]([O:41][CH2:42][CH3:43])=[O:40])[CH2:36][C@H:35]1[CH:37]=[CH2:38])=[O:7])(C)(C)C.[CH2:45]([SiH](CC)CC)C.[C:52]([O:56][C:57]([NH:59]/[N:60]=[CH:61]/[CH2:62][CH2:63][CH2:64][CH2:65][CH:66]=[CH2:67])=[O:58])([CH3:55])([CH3:54])[CH3:53].CCN(C(C)C)C(C)C. The catalyst is C(Cl)Cl.FC(F)(F)C(O)=O. The product is [CH2:42]([O:41][C:39]([C@@:34]1([NH:33][C:32]([C@@H:9]2[CH2:10][C@@H:11]([O:13][C:14]3[C:23]4[C:18](=[CH:19][C:20]([O:24][CH3:25])=[CH:21][CH:22]=4)[N:17]=[C:16]([C:26]4[CH:27]=[CH:28][CH:29]=[CH:45][CH:31]=4)[CH:15]=3)[CH2:12][C@H:8]2[C:6]([N:60]([CH2:61][CH2:62][CH2:63][CH2:64][CH2:65][CH:66]=[CH2:67])[NH:59][C:57]([O:56][C:52]([CH3:55])([CH3:54])[CH3:53])=[O:58])=[O:7])=[O:44])[CH2:36][C@H:35]1[CH:37]=[CH2:38])=[O:40])[CH3:43]. The yield is 0.820.